From a dataset of NCI-60 drug combinations with 297,098 pairs across 59 cell lines. Regression. Given two drug SMILES strings and cell line genomic features, predict the synergy score measuring deviation from expected non-interaction effect. (1) Drug 1: C1=NC2=C(N=C(N=C2N1C3C(C(C(O3)CO)O)O)F)N. Drug 2: CS(=O)(=O)OCCCCOS(=O)(=O)C. Cell line: SF-268. Synergy scores: CSS=2.28, Synergy_ZIP=-0.770, Synergy_Bliss=-0.583, Synergy_Loewe=-0.246, Synergy_HSA=-1.41. (2) Drug 1: CN(C)N=NC1=C(NC=N1)C(=O)N. Drug 2: C1C(C(OC1N2C=NC(=NC2=O)N)CO)O. Cell line: CAKI-1. Synergy scores: CSS=16.4, Synergy_ZIP=-8.13, Synergy_Bliss=-6.70, Synergy_Loewe=-1.17, Synergy_HSA=-1.05. (3) Drug 1: CC1=C2C(C(=O)C3(C(CC4C(C3C(C(C2(C)C)(CC1OC(=O)C(C(C5=CC=CC=C5)NC(=O)OC(C)(C)C)O)O)OC(=O)C6=CC=CC=C6)(CO4)OC(=O)C)O)C)O. Drug 2: CC1CCC2CC(C(=CC=CC=CC(CC(C(=O)C(C(C(=CC(C(=O)CC(OC(=O)C3CCCCN3C(=O)C(=O)C1(O2)O)C(C)CC4CCC(C(C4)OC)OCCO)C)C)O)OC)C)C)C)OC. Cell line: SNB-75. Synergy scores: CSS=2.65, Synergy_ZIP=-1.91, Synergy_Bliss=-0.911, Synergy_Loewe=-0.409, Synergy_HSA=-0.0335. (4) Drug 1: C1CC(=O)NC(=O)C1N2CC3=C(C2=O)C=CC=C3N. Drug 2: C1=CC(=CC=C1C#N)C(C2=CC=C(C=C2)C#N)N3C=NC=N3. Cell line: CAKI-1. Synergy scores: CSS=7.90, Synergy_ZIP=-2.82, Synergy_Bliss=0.326, Synergy_Loewe=3.35, Synergy_HSA=2.89.